This data is from Full USPTO retrosynthesis dataset with 1.9M reactions from patents (1976-2016). The task is: Predict the reactants needed to synthesize the given product. (1) The reactants are: [C@H:1]12[CH2:31][C@H:4]([N:5]([C:7]([C:9]3[CH:14]=[CH:13][C:12]([NH:15][C:16]4[N:21]=[C:20]([C:22]5[N:23]([CH:28]([CH3:30])[CH3:29])[C:24]([CH3:27])=[N:25][CH:26]=5)[CH:19]=[CH:18][N:17]=4)=[CH:11][CH:10]=3)=[O:8])[CH2:6]1)[CH2:3][NH:2]2.[CH3:32]O.C(O[BH-](O[C:44](=O)[CH3:45])OC(=O)C)(=O)C.[Na+]. Given the product [CH3:27][C:24]1[N:23]([CH:28]([CH3:29])[CH3:30])[C:22]([C:20]2[CH:19]=[CH:18][N:17]=[C:16]([NH:15][C:12]3[CH:11]=[CH:10][C:9]([C:7]([N:5]4[C@H:4]5[CH2:31][C@H:1]([N:2]([CH:44]([CH3:45])[CH3:32])[CH2:3]5)[CH2:6]4)=[O:8])=[CH:14][CH:13]=3)[N:21]=2)=[CH:26][N:25]=1, predict the reactants needed to synthesize it. (2) Given the product [C:1]([N:4]1[C:12]2[C:7](=[CH:8][C:9]([NH:13][C:14]([N:36]3[CH2:37][CH2:38][N:33]([C:30]4[S:31][CH:32]=[C:28]([C:22]5[CH:27]=[CH:26][CH:25]=[CH:24][CH:23]=5)[N:29]=4)[CH2:34][CH2:35]3)=[O:21])=[CH:10][CH:11]=2)[CH2:6][CH2:5]1)(=[O:3])[CH3:2], predict the reactants needed to synthesize it. The reactants are: [C:1]([N:4]1[C:12]2[C:7](=[CH:8][C:9]([NH:13][C:14](=[O:21])OCC(Cl)(Cl)Cl)=[CH:10][CH:11]=2)[CH2:6][CH2:5]1)(=[O:3])[CH3:2].[C:22]1([C:28]2[N:29]=[C:30]([N:33]3[CH2:38][CH2:37][NH:36][CH2:35][CH2:34]3)[S:31][CH:32]=2)[CH:27]=[CH:26][CH:25]=[CH:24][CH:23]=1.C(N(C(C)C)CC)(C)C.CS(C)=O. (3) Given the product [N+:8]([C:6]1[CH:5]=[CH:4][C:3]([C:11]2[O:15][CH:14]=[N:13][CH:12]=2)=[C:2]([CH:7]=1)[C:16]#[N:17])([O-:10])=[O:9], predict the reactants needed to synthesize it. The reactants are: Br[C:2]1[CH:7]=[C:6]([N+:8]([O-:10])=[O:9])[CH:5]=[CH:4][C:3]=1[C:11]1[O:15][CH:14]=[N:13][CH:12]=1.[C-:16]#[N:17].[K+].C([Sn](Cl)(CCCC)CCCC)CCC. (4) Given the product [CH3:13][O:11][C:2]1[CH:10]=[CH:9][N:8]=[C:7]2[C:3]=1[CH:4]=[CH:5][NH:6]2, predict the reactants needed to synthesize it. The reactants are: Cl[C:2]1[CH:10]=[CH:9][N:8]=[C:7]2[C:3]=1[CH:4]=[CH:5][NH:6]2.[OH-:11].[Na+].[CH3:13]O. (5) Given the product [NH2:101][C@@H:14]([CH2:13][S:12][S:11][C:7]([CH3:10])([CH3:8])[CH3:9])[C:15]([NH:16][CH2:17][CH2:18][CH2:19][CH2:20][C@H:21]1[C:50](=[O:51])[N:49]([CH3:52])[C@@H:48]([CH2:53][CH:54]([CH3:56])[CH3:55])[C:47](=[O:57])[NH:46][C@@H:45]([CH2:58][C:59]2[CH:60]=[CH:61][CH:62]=[CH:63][CH:64]=2)[C:44](=[O:65])[N:43]([CH3:66])[CH2:42][C:41](=[O:67])[N:40]([CH3:68])[C@@H:39]([CH2:69][C:70]2[CH:71]=[CH:72][CH:73]=[CH:74][CH:75]=2)[C:38](=[O:76])[NH:37][C@@H:36]([CH3:77])[C:35](=[O:78])[N:34]([CH3:79])[C@@H:33]([CH3:80])[C:32](=[O:81])[NH:31][C@@H:30]([CH2:82][C:83]2[CH:88]=[CH:87][CH:86]=[CH:85][CH:84]=2)[C:29](=[O:89])[O:28][CH2:27][C:26](=[O:90])[N:25]([CH3:91])[C@@H:24]([CH2:92][C:93]2[CH:94]=[CH:95][CH:96]=[CH:97][CH:98]=2)[C:23](=[O:99])[NH:22]1)=[O:100], predict the reactants needed to synthesize it. The reactants are: N1CCOCC1.[C:7]([S:11][S:12][CH2:13][C@H:14]([NH:101]C(=O)OCC=C)[C:15](=[O:100])[NH:16][CH2:17][CH2:18][CH2:19][CH2:20][C@H:21]1[C:50](=[O:51])[N:49]([CH3:52])[C@@H:48]([CH2:53][CH:54]([CH3:56])[CH3:55])[C:47](=[O:57])[NH:46][C@@H:45]([CH2:58][C:59]2[CH:64]=[CH:63][CH:62]=[CH:61][CH:60]=2)[C:44](=[O:65])[N:43]([CH3:66])[CH2:42][C:41](=[O:67])[N:40]([CH3:68])[C@@H:39]([CH2:69][C:70]2[CH:75]=[CH:74][CH:73]=[CH:72][CH:71]=2)[C:38](=[O:76])[NH:37][C@@H:36]([CH3:77])[C:35](=[O:78])[N:34]([CH3:79])[C@@H:33]([CH3:80])[C:32](=[O:81])[NH:31][C@@H:30]([CH2:82][C:83]2[CH:88]=[CH:87][CH:86]=[CH:85][CH:84]=2)[C:29](=[O:89])[O:28][CH2:27][C:26](=[O:90])[N:25]([CH3:91])[C@@H:24]([CH2:92][C:93]2[CH:98]=[CH:97][CH:96]=[CH:95][CH:94]=2)[C:23](=[O:99])[NH:22]1)([CH3:10])([CH3:9])[CH3:8]. (6) Given the product [F:1][C:2]1[CH:3]=[CH:4][C:5]([N:8]2[C:16]3[C:11](=[CH:12][C:13]([CH:17]([C:24]4[CH:25]=[CH:26][CH:27]=[CH:28][CH:29]=4)[CH:18]([CH3:23])[C:19]([OH:21])=[O:20])=[CH:14][CH:15]=3)[CH:10]=[N:9]2)=[CH:6][CH:7]=1, predict the reactants needed to synthesize it. The reactants are: [F:1][C:2]1[CH:7]=[CH:6][C:5]([N:8]2[C:16]3[C:11](=[CH:12][C:13]([CH:17]([C:24]4[CH:29]=[CH:28][CH:27]=[CH:26][CH:25]=4)[CH:18]([CH3:23])[C:19]([O:21]C)=[O:20])=[CH:14][CH:15]=3)[CH:10]=[N:9]2)=[CH:4][CH:3]=1.Cl.